Dataset: Full USPTO retrosynthesis dataset with 1.9M reactions from patents (1976-2016). Task: Predict the reactants needed to synthesize the given product. (1) The reactants are: CN1CCOCC1.[NH2:8][C:9]1[S:13][C:12]([CH2:14][CH2:15][CH2:16][CH2:17][N:18]2[CH:23]=[CH:22][C:21]([NH:24][C:25](=[O:33])[CH2:26][C:27]3[CH:32]=[CH:31][CH:30]=[CH:29][CH:28]=3)=[N:20][C:19]2=[O:34])=[N:11][N:10]=1.[OH:35][C@@H:36]([C:40]1[CH:45]=[CH:44][CH:43]=[CH:42][CH:41]=1)[C:37](O)=[O:38].C(Cl)CCl.C1C=CC2N(O)N=NC=2C=1. Given the product [OH:35][C@@H:36]([C:40]1[CH:45]=[CH:44][CH:43]=[CH:42][CH:41]=1)[C:37]([NH:8][C:9]1[S:13][C:12]([CH2:14][CH2:15][CH2:16][CH2:17][N:18]2[CH:23]=[CH:22][C:21]([NH:24][C:25](=[O:33])[CH2:26][C:27]3[CH:28]=[CH:29][CH:30]=[CH:31][CH:32]=3)=[N:20][C:19]2=[O:34])=[N:11][N:10]=1)=[O:38], predict the reactants needed to synthesize it. (2) The reactants are: [C:1]([NH:5][C:6]([C:8]1[C:16]2[C:11](=[N:12][CH:13]=[C:14]([NH:17][C:18]3[O:22][N:21]=[C:20]([CH3:23])[CH:19]=3)[N:15]=2)[N:10](COCC[Si](C)(C)C)[CH:9]=1)=[O:7])([CH3:4])([CH3:3])[CH3:2].FC(F)(F)C(O)=O. Given the product [C:1]([NH:5][C:6]([C:8]1[C:16]2[C:11](=[N:12][CH:13]=[C:14]([NH:17][C:18]3[O:22][N:21]=[C:20]([CH3:23])[CH:19]=3)[N:15]=2)[NH:10][CH:9]=1)=[O:7])([CH3:4])([CH3:3])[CH3:2], predict the reactants needed to synthesize it. (3) Given the product [CH3:9][C:3]1[C:2]([B:13]2[O:14][C:15]([CH3:17])([CH3:16])[C:11]([CH3:27])([CH3:10])[O:12]2)=[CH:8][CH:7]=[CH:6][C:4]=1[NH2:5], predict the reactants needed to synthesize it. The reactants are: Br[C:2]1[C:3]([CH3:9])=[C:4]([CH:6]=[CH:7][CH:8]=1)[NH2:5].[CH3:10][C:11]1([CH3:27])[C:15]([CH3:17])([CH3:16])[O:14][B:13]([B:13]2[O:14][C:15]([CH3:17])([CH3:16])[C:11]([CH3:27])([CH3:10])[O:12]2)[O:12]1.C([O-])(=O)C.[K+]. (4) Given the product [CH3:26][C:23]1[CH:24]=[CH:25][C:20]([C:7]2[CH:8]=[C:9]([N:11]3[C:15]([C:16]([F:18])([F:19])[F:17])=[N:14][N:13]=[N:12]3)[CH:10]=[C:5]([C:3]([OH:4])=[O:2])[CH:6]=2)=[CH:21][CH:22]=1, predict the reactants needed to synthesize it. The reactants are: C[O:2][C:3]([C:5]1[CH:6]=[C:7]([C:20]2[CH:25]=[CH:24][C:23]([CH3:26])=[CH:22][CH:21]=2)[CH:8]=[C:9]([N:11]2[C:15]([C:16]([F:19])([F:18])[F:17])=[N:14][N:13]=[N:12]2)[CH:10]=1)=[O:4].O[Li].O. (5) The reactants are: C1(P(C2C=CC=CC=2)C2C=CC=CC=2)C=CC=CC=1.[Cl:20]N1C(=O)CCC1=O.[F:28][C:29]1[CH:34]=[C:33]([F:35])[CH:32]=[CH:31][C:30]=1[C:36]1[C:45]2[C:40](=[CH:41][C:42]([F:46])=[CH:43][CH:44]=2)[NH:39][C:38](=O)[N:37]=1. Given the product [Cl:20][C:38]1[N:37]=[C:36]([C:30]2[CH:31]=[CH:32][C:33]([F:35])=[CH:34][C:29]=2[F:28])[C:45]2[C:40](=[CH:41][C:42]([F:46])=[CH:43][CH:44]=2)[N:39]=1, predict the reactants needed to synthesize it. (6) Given the product [Br:1][C:2]1[CH:14]=[CH:13][C:5]([N:6]([CH2:21][C:20]2[CH:23]=[CH:24][CH:25]=[CH:26][C:19]=2[Cl:18])[CH2:7][CH2:8][C:9]([F:11])([F:12])[F:10])=[C:4]([N+:15]([O-:17])=[O:16])[CH:3]=1, predict the reactants needed to synthesize it. The reactants are: [Br:1][C:2]1[CH:14]=[CH:13][C:5]([NH:6][CH2:7][CH2:8][C:9]([F:12])([F:11])[F:10])=[C:4]([N+:15]([O-:17])=[O:16])[CH:3]=1.[Cl:18][C:19]1[CH:26]=[CH:25][CH:24]=[CH:23][C:20]=1[CH2:21]Br.C(N(CCC(F)(F)F)C1C=CC(Br)=CC=1[N+]([O-])=O)C1C=CC=CC=1.